This data is from Reaction yield outcomes from USPTO patents with 853,638 reactions. The task is: Predict the reaction yield, written as a fraction of the theoretical maximum amount of product (1.0 means a 100% yield; for example, 0.34 means a 34% yield). (1) The reactants are CC1(C)C(C)(C)OB([C:9]2[CH:14]=[CH:13][N:12]=[C:11]([C:15]([O:17][CH3:18])=[O:16])[CH:10]=2)O1.C(=O)([O-])[O-].[K+].[K+].Br[CH2:27][C:28]1[CH:40]=[CH:39][C:31]([CH2:32][N:33]2[CH:37]=[C:36]([CH3:38])[CH:35]=[N:34]2)=[CH:30][CH:29]=1.N#N. The catalyst is C1C=CC([P]([Pd]([P](C2C=CC=CC=2)(C2C=CC=CC=2)C2C=CC=CC=2)([P](C2C=CC=CC=2)(C2C=CC=CC=2)C2C=CC=CC=2)[P](C2C=CC=CC=2)(C2C=CC=CC=2)C2C=CC=CC=2)(C2C=CC=CC=2)C2C=CC=CC=2)=CC=1.O.C1COCC1. The product is [CH3:18][O:17][C:15]([C:11]1[CH:10]=[C:9]([CH2:27][C:28]2[CH:29]=[CH:30][C:31]([CH2:32][N:33]3[CH:37]=[C:36]([CH3:38])[CH:35]=[N:34]3)=[CH:39][CH:40]=2)[CH:14]=[CH:13][N:12]=1)=[O:16]. The yield is 0.256. (2) The yield is 0.760. The reactants are Cl[C:2]1[C:6]2=[N:7][CH:8]=[CH:9][C:10]([C:11]3[CH:12]=[N:13][CH:14]=[CH:15][C:16]=3[CH3:17])=[C:5]2[O:4][N:3]=1.[NH:18]1[CH2:23][CH2:22][O:21][CH2:20][CH2:19]1.C(=O)([O-])[O-].[Cs+].[Cs+]. The catalyst is CS(C)=O. The product is [CH3:17][C:16]1[CH:15]=[CH:14][N:13]=[CH:12][C:11]=1[C:10]1[CH:9]=[CH:8][N:7]=[C:6]2[C:2]([N:18]3[CH2:23][CH2:22][O:21][CH2:20][CH2:19]3)=[N:3][O:4][C:5]=12. (3) The reactants are C(Cl)C[Cl:3].[NH2:5][C:6]1[N:11]=[CH:10][C:9](/[CH:12]=[CH:13]/[C:14]([OH:16])=O)=[CH:8][CH:7]=1.[CH:17]([O:20][C:21]1[C:29]([O:30][CH3:31])=[CH:28][CH:27]=[CH:26][C:22]=1[CH2:23]CN)([CH3:19])[CH3:18].C1C=CC2N(O)N=[N:38][C:36]=2C=1.O.CCN(C(C)C)C(C)C.Cl. The catalyst is CN(C=O)C.O.C(Cl)Cl. The product is [ClH:3].[NH2:5][C:6]1[N:11]=[CH:10][C:9](/[CH:12]=[CH:13]/[C:14]([N:38]([CH2:23][C:22]2[CH:26]=[CH:27][CH:28]=[C:29]([O:30][CH3:31])[C:21]=2[O:20][CH:17]([CH3:18])[CH3:19])[CH3:36])=[O:16])=[CH:8][CH:7]=1. The yield is 0.460. (4) The reactants are [CH3:1][N:2]1[C:10]([CH:11]=O)=[N:9][C:8]2[C:3]1=[N:4][C:5]([N:19]1[C:23]3[CH:24]=[CH:25][CH:26]=[CH:27][C:22]=3[N:21]=[C:20]1[CH3:28])=[N:6][C:7]=2[N:13]1[CH2:18][CH2:17][O:16][CH2:15][CH2:14]1.Cl.[CH3:30][N:31]([CH3:38])[C:32]([CH:34]1[CH2:37][NH:36][CH2:35]1)=[O:33].C(O[BH-](OC(=O)C)OC(=O)C)(=O)C.[Na+]. The product is [CH3:30][N:31]([CH3:38])[C:32]([CH:34]1[CH2:37][N:36]([CH2:11][C:10]2[N:2]([CH3:1])[C:3]3[C:8]([N:9]=2)=[C:7]([N:13]2[CH2:14][CH2:15][O:16][CH2:17][CH2:18]2)[N:6]=[C:5]([N:19]2[C:23]4[CH:24]=[CH:25][CH:26]=[CH:27][C:22]=4[N:21]=[C:20]2[CH3:28])[N:4]=3)[CH2:35]1)=[O:33]. The yield is 0.640. The catalyst is ClCCCl. (5) The reactants are [C:1]([C:3]1[CH:10]=[CH:9][C:6]([CH:7]=[O:8])=[CH:5][CH:4]=1)#[N:2].C(OC1C=C(C=C(OCC2C=CC=CC=2)C=1)CN)C1C=CC=CC=1. No catalyst specified. The product is [OH:8][CH2:7][C:6]1[CH:9]=[CH:10][C:3]([CH2:1][NH2:2])=[CH:4][CH:5]=1. The yield is 0.460. (6) The product is [Cl:1][C:2]1[C:3]([F:12])=[CH:4][C:5]([F:11])=[C:6]([CH:10]=1)[C:7]([NH:31][S:28]([CH:25]1[CH2:27][CH2:26]1)(=[O:30])=[O:29])=[O:9]. The yield is 0.560. The reactants are [Cl:1][C:2]1[C:3]([F:12])=[CH:4][C:5]([F:11])=[C:6]([CH:10]=1)[C:7]([OH:9])=O.C(N1C=CN=C1)(N1C=CN=C1)=O.[CH:25]1([S:28]([NH2:31])(=[O:30])=[O:29])[CH2:27][CH2:26]1. The catalyst is C(OCC)(=O)C. (7) The reactants are [Cl:1][C:2]1[CH:11]=[C:10]2[C:5]([C:6]([C:28]3[CH:33]=[CH:32][CH:31]=[C:30]([N+:34]([O-])=O)[CH:29]=3)=[C:7]([CH2:13][C:14]([NH:16][C:17]3[CH:22]=[CH:21][C:20]([Cl:23])=[CH:19][C:18]=3[C:24]([F:27])([F:26])[F:25])=[O:15])[C:8](=[O:12])[O:9]2)=[CH:4][C:3]=1[CH3:37]. The catalyst is C(O)C.C1COCC1.[Ni]. The product is [NH2:34][C:30]1[CH:29]=[C:28]([C:6]2[C:5]3[C:10](=[CH:11][C:2]([Cl:1])=[C:3]([CH3:37])[CH:4]=3)[O:9][C:8](=[O:12])[C:7]=2[CH2:13][C:14]([NH:16][C:17]2[CH:22]=[CH:21][C:20]([Cl:23])=[CH:19][C:18]=2[C:24]([F:26])([F:27])[F:25])=[O:15])[CH:33]=[CH:32][CH:31]=1. The yield is 0.590.